This data is from Reaction yield outcomes from USPTO patents with 853,638 reactions. The task is: Predict the reaction yield, written as a fraction of the theoretical maximum amount of product (1.0 means a 100% yield; for example, 0.34 means a 34% yield). (1) The reactants are [CH2:1]([OH:4])[CH2:2][OH:3].[H-].[Na+].Br[CH2:8][C:9]1[CH:16]=[CH:15][C:12]([C:13]#[N:14])=[CH:11][CH:10]=1.O. The catalyst is C1COCC1.[N+](CCCC)(CCCC)(CCCC)CCCC.[I-].CCOC(C)=O. The product is [OH:3][CH2:2][CH2:1][O:4][CH2:8][C:9]1[CH:16]=[CH:15][C:12]([C:13]#[N:14])=[CH:11][CH:10]=1. The yield is 0.360. (2) The reactants are C1(C)C=CC(S(O[CH2:11][C:12]([NH:15][S:16]([C:19]2[CH:38]=[CH:37][C:22]([NH:23][C:24]3[N:29]=[C:28]([C:30]4[N:34]([CH3:35])[C:33]([CH3:36])=[N:32][CH:31]=4)[CH:27]=[CH:26][N:25]=3)=[CH:21][CH:20]=2)(=[O:18])=[O:17])([CH3:14])[CH3:13])(=O)=O)=CC=1.C(=O)([O-])[O-].[K+].[K+]. The catalyst is CC(C)=O. The product is [CH3:11][C:12]1([CH3:13])[CH2:14][N:15]1[S:16]([C:19]1[CH:38]=[CH:37][C:22]([NH:23][C:24]2[N:29]=[C:28]([C:30]3[N:34]([CH3:35])[C:33]([CH3:36])=[N:32][CH:31]=3)[CH:27]=[CH:26][N:25]=2)=[CH:21][CH:20]=1)(=[O:17])=[O:18]. The yield is 0.910.